From a dataset of Forward reaction prediction with 1.9M reactions from USPTO patents (1976-2016). Predict the product of the given reaction. (1) The product is: [NH2:5][C:6]1[N:11]=[CH:10][C:9](/[CH:12]=[CH:13]/[C:14]([N:28]([CH3:29])[CH2:27][C:20]2[C:21]3[C:26](=[CH:25][CH:24]=[CH:23][CH:22]=3)[N:18]([CH3:17])[CH:19]=2)=[O:16])=[CH:8][CH:7]=1. Given the reactants C(Cl)CCl.[NH2:5][C:6]1[N:11]=[CH:10][C:9]([CH:12]=[CH:13][C:14]([OH:16])=O)=[CH:8][CH:7]=1.[CH3:17][N:18]1[C:26]2[C:21](=[CH:22][CH:23]=[CH:24][CH:25]=2)[C:20]([CH2:27][NH:28][CH3:29])=[CH:19]1.C1C=CC2N(O)N=NC=2C=1.O, predict the reaction product. (2) The product is: [NH2:8][C:9]1[NH:37][CH2:36][C:35]2[CH:34]=[C:33]([Cl:41])[C:32](=[C:39]([Cl:40])[CH:38]=2)[NH:31][C:30](=[O:42])[CH2:29][NH:28][CH2:27][CH2:26][CH2:25][CH2:24][CH2:23][CH2:22][O:21][C:20]2[CH:19]=[CH:18][C:17](=[CH:51][CH:50]=2)[C:16]2[C:12](=[C:13]([CH3:52])[S:14][N:15]=2)[C:11](=[O:53])[N:10]=1. Given the reactants C(OC([NH:8][C:9]1[NH:37][CH2:36][C:35]2[CH:38]=[C:39]([Cl:40])[C:32](=[C:33]([Cl:41])[CH:34]=2)[NH:31][C:30](=[O:42])[CH2:29][N:28](C(OC(C)(C)C)=O)[CH2:27][CH2:26][CH2:25][CH:24]=[CH:23][CH2:22][O:21][C:20]2[CH:50]=[CH:51][C:17](=[CH:18][CH:19]=2)[C:16]2[C:12](=[C:13]([CH3:52])[S:14][N:15]=2)[C:11](=[O:53])[N:10]=1)=O)(C)(C)C.[H][H], predict the reaction product. (3) Given the reactants [Br:1][C:2]1[N:3]=[C:4]([C:7]([OH:9])=O)[S:5][CH:6]=1.C1C=CC2N(O)N=NC=2C=1.[NH2:20][CH2:21][C:22]([CH3:25])([OH:24])[CH3:23].CCN=C=NCCCN(C)C, predict the reaction product. The product is: [Br:1][C:2]1[N:3]=[C:4]([C:7]([NH:20][CH2:21][C:22]([OH:24])([CH3:25])[CH3:23])=[O:9])[S:5][CH:6]=1. (4) Given the reactants C(OC(=O)[NH:7][CH:8]([C:27](=[O:31])[N:28]([CH3:30])[CH3:29])[CH2:9][C:10]1[CH:15]=[CH:14][C:13]([O:16][C:17]2[CH:22]=[CH:21][C:20]([C:23](=[O:26])[NH:24][OH:25])=[CH:19][CH:18]=2)=[CH:12][CH:11]=1)(C)(C)C.C(Cl)[Cl:34], predict the reaction product. The product is: [ClH:34].[NH2:7][CH:8]([C:27](=[O:31])[N:28]([CH3:30])[CH3:29])[CH2:9][C:10]1[CH:15]=[CH:14][C:13]([O:16][C:17]2[CH:22]=[CH:21][C:20]([C:23]([NH:24][OH:25])=[O:26])=[CH:19][CH:18]=2)=[CH:12][CH:11]=1. (5) Given the reactants Cl[C:2]1[N:3]=[C:4]([NH:27][CH:28]2[CH2:30][CH2:29]2)[C:5]2[C:10]([C:11]3[CH:16]=[CH:15][N:14]=[CH:13][CH:12]=3)=[CH:9][N:8](S(C3C=CC(C)=CC=3)(=O)=O)[C:6]=2[N:7]=1.[NH2:31][C:32]1[CH:37]=[CH:36][C:35]([N:38]([CH3:42])[C:39](=[O:41])[CH3:40])=[CH:34][CH:33]=1.C[Si](Cl)(C)C, predict the reaction product. The product is: [CH:28]1([NH:27][C:4]2[C:5]3[C:10]([C:11]4[CH:16]=[CH:15][N:14]=[CH:13][CH:12]=4)=[CH:9][NH:8][C:6]=3[N:7]=[C:2]([NH:31][C:32]3[CH:33]=[CH:34][C:35]([N:38]([CH3:42])[C:39](=[O:41])[CH3:40])=[CH:36][CH:37]=3)[N:3]=2)[CH2:29][CH2:30]1.